Regression. Given a peptide amino acid sequence and an MHC pseudo amino acid sequence, predict their binding affinity value. This is MHC class I binding data. From a dataset of Peptide-MHC class I binding affinity with 185,985 pairs from IEDB/IMGT. (1) The peptide sequence is LVKSAWLSL. The MHC is HLA-A02:19 with pseudo-sequence HLA-A02:19. The binding affinity (normalized) is 0.0847. (2) The peptide sequence is ISKIYTLIYR. The MHC is HLA-A03:01 with pseudo-sequence HLA-A03:01. The binding affinity (normalized) is 0.396. (3) The peptide sequence is VQFSILNNPV. The MHC is HLA-A02:02 with pseudo-sequence HLA-A02:02. The binding affinity (normalized) is 0.549. (4) The peptide sequence is MLSSFGWIY. The MHC is HLA-A02:03 with pseudo-sequence HLA-A02:03. The binding affinity (normalized) is 0.0847.